Task: Regression. Given two drug SMILES strings and cell line genomic features, predict the synergy score measuring deviation from expected non-interaction effect.. Dataset: NCI-60 drug combinations with 297,098 pairs across 59 cell lines (1) Drug 1: CC12CCC3C(C1CCC2OP(=O)(O)O)CCC4=C3C=CC(=C4)OC(=O)N(CCCl)CCCl.[Na+]. Drug 2: CC1C(C(CC(O1)OC2CC(CC3=C2C(=C4C(=C3O)C(=O)C5=CC=CC=C5C4=O)O)(C(=O)C)O)N)O. Cell line: NCI-H226. Synergy scores: CSS=65.0, Synergy_ZIP=8.76, Synergy_Bliss=11.8, Synergy_Loewe=-17.2, Synergy_HSA=12.2. (2) Drug 1: C1C(C(OC1N2C=NC3=C(N=C(N=C32)Cl)N)CO)O. Drug 2: CCCCC(=O)OCC(=O)C1(CC(C2=C(C1)C(=C3C(=C2O)C(=O)C4=C(C3=O)C=CC=C4OC)O)OC5CC(C(C(O5)C)O)NC(=O)C(F)(F)F)O. Cell line: HCT-15. Synergy scores: CSS=64.3, Synergy_ZIP=-1.59, Synergy_Bliss=-4.13, Synergy_Loewe=-9.24, Synergy_HSA=-2.27. (3) Drug 1: CC12CCC3C(C1CCC2=O)CC(=C)C4=CC(=O)C=CC34C. Drug 2: CC1=CC2C(CCC3(C2CCC3(C(=O)C)OC(=O)C)C)C4(C1=CC(=O)CC4)C. Cell line: K-562. Synergy scores: CSS=63.0, Synergy_ZIP=1.27, Synergy_Bliss=-2.99, Synergy_Loewe=-23.3, Synergy_HSA=-3.47. (4) Drug 1: C(=O)(N)NO. Drug 2: C1=CC=C(C(=C1)C(C2=CC=C(C=C2)Cl)C(Cl)Cl)Cl. Cell line: BT-549. Synergy scores: CSS=-6.98, Synergy_ZIP=10.5, Synergy_Bliss=16.7, Synergy_Loewe=-1.64, Synergy_HSA=-0.245. (5) Drug 1: CN(C)N=NC1=C(NC=N1)C(=O)N. Drug 2: CN(C(=O)NC(C=O)C(C(C(CO)O)O)O)N=O. Cell line: UACC-257. Synergy scores: CSS=-11.1, Synergy_ZIP=1.96, Synergy_Bliss=-11.6, Synergy_Loewe=-16.6, Synergy_HSA=-17.3.